Task: Regression/Classification. Given a drug SMILES string, predict its absorption, distribution, metabolism, or excretion properties. Task type varies by dataset: regression for continuous measurements (e.g., permeability, clearance, half-life) or binary classification for categorical outcomes (e.g., BBB penetration, CYP inhibition). For this dataset (ppbr_az), we predict Y.. Dataset: Plasma protein binding rate (PPBR) regression data from AstraZeneca (1) The molecule is N#Cc1ccc(C(=O)N2CCC3(CC2)N=C(N)c2c(F)ccc(F)c2N3)cc1. The Y is 71.5 %. (2) The drug is COc1cc(OC)c(S(=O)(=O)NCc2ccccc2N2CCC(COC(=O)CCC(=O)O)CC2)cc1NC(=O)CCC(=O)O. The Y is 84.9 %.